Dataset: Forward reaction prediction with 1.9M reactions from USPTO patents (1976-2016). Task: Predict the product of the given reaction. (1) Given the reactants [Si:1]([O:8][CH2:9][C:10]1[CH:15]=[C:14]([C:16]([F:19])([F:18])[F:17])[CH:13]=[CH:12][C:11]=1[C:20]1([OH:26])[CH2:25][CH2:24][CH2:23][CH2:22][CH2:21]1)([C:4]([CH3:7])([CH3:6])[CH3:5])([CH3:3])[CH3:2].[H-].[Na+].I[CH3:30], predict the reaction product. The product is: [CH3:30][O:26][C:20]1([C:11]2[CH:12]=[CH:13][C:14]([C:16]([F:17])([F:18])[F:19])=[CH:15][C:10]=2[CH2:9][O:8][Si:1]([C:4]([CH3:7])([CH3:6])[CH3:5])([CH3:3])[CH3:2])[CH2:21][CH2:22][CH2:23][CH2:24][CH2:25]1. (2) Given the reactants [C:1]([OH:7])([C:3]([F:6])([F:5])[F:4])=[O:2].C(OC(=O)[NH:14][C@H:15]([C:23](=[O:35])[NH:24][C@H:25]1[CH2:30][C@@H:29]2[C:31]([CH3:33])([CH3:32])[C@@:26]1([CH3:34])[CH2:27][CH2:28]2)[CH2:16][CH:17]1[CH2:22][CH2:21][CH2:20][CH2:19][CH2:18]1)(C)(C)C, predict the reaction product. The product is: [F:4][C:3]([F:6])([F:5])[C:1]([OH:7])=[O:2].[NH2:14][C@@H:15]([CH2:16][CH:17]1[CH2:18][CH2:19][CH2:20][CH2:21][CH2:22]1)[C:23]([NH:24][C@H:25]1[CH2:30][C@@H:29]2[C:31]([CH3:33])([CH3:32])[C@@:26]1([CH3:34])[CH2:27][CH2:28]2)=[O:35].